Dataset: NCI-60 drug combinations with 297,098 pairs across 59 cell lines. Task: Regression. Given two drug SMILES strings and cell line genomic features, predict the synergy score measuring deviation from expected non-interaction effect. (1) Cell line: RPMI-8226. Synergy scores: CSS=43.3, Synergy_ZIP=4.52, Synergy_Bliss=7.06, Synergy_Loewe=-2.98, Synergy_HSA=4.02. Drug 1: CC1C(C(CC(O1)OC2CC(CC3=C2C(=C4C(=C3O)C(=O)C5=C(C4=O)C(=CC=C5)OC)O)(C(=O)CO)O)N)O.Cl. Drug 2: C1CCC(C(C1)N)N.C(=O)(C(=O)[O-])[O-].[Pt+4]. (2) Drug 1: CC(C1=C(C=CC(=C1Cl)F)Cl)OC2=C(N=CC(=C2)C3=CN(N=C3)C4CCNCC4)N. Drug 2: CS(=O)(=O)C1=CC(=C(C=C1)C(=O)NC2=CC(=C(C=C2)Cl)C3=CC=CC=N3)Cl. Cell line: SK-MEL-5. Synergy scores: CSS=-3.97, Synergy_ZIP=3.84, Synergy_Bliss=4.04, Synergy_Loewe=-2.71, Synergy_HSA=-1.88. (3) Drug 1: CCC1(C2=C(COC1=O)C(=O)N3CC4=CC5=C(C=CC(=C5CN(C)C)O)N=C4C3=C2)O.Cl. Drug 2: CC1C(C(CC(O1)OC2CC(CC3=C2C(=C4C(=C3O)C(=O)C5=CC=CC=C5C4=O)O)(C(=O)C)O)N)O. Cell line: SW-620. Synergy scores: CSS=37.9, Synergy_ZIP=-14.4, Synergy_Bliss=-15.6, Synergy_Loewe=-9.60, Synergy_HSA=-8.47. (4) Drug 2: CN1C(=O)N2C=NC(=C2N=N1)C(=O)N. Cell line: NCIH23. Synergy scores: CSS=29.0, Synergy_ZIP=-6.42, Synergy_Bliss=-7.43, Synergy_Loewe=-12.3, Synergy_HSA=-6.02. Drug 1: CN(C)C(=N)N=C(N)N. (5) Drug 1: CCN(CC)CCCC(C)NC1=C2C=C(C=CC2=NC3=C1C=CC(=C3)Cl)OC. Drug 2: C1CN(P(=O)(OC1)NCCCl)CCCl. Cell line: SK-OV-3. Synergy scores: CSS=19.9, Synergy_ZIP=-0.969, Synergy_Bliss=5.25, Synergy_Loewe=-18.7, Synergy_HSA=-2.53. (6) Drug 1: C1=CN(C(=O)N=C1N)C2C(C(C(O2)CO)O)O.Cl. Drug 2: C1=NC2=C(N1)C(=S)N=CN2. Cell line: ACHN. Synergy scores: CSS=71.4, Synergy_ZIP=-5.97, Synergy_Bliss=0.277, Synergy_Loewe=1.18, Synergy_HSA=4.00. (7) Drug 1: C1=C(C(=O)NC(=O)N1)N(CCCl)CCCl. Drug 2: C1=NC(=NC(=O)N1C2C(C(C(O2)CO)O)O)N. Cell line: SK-MEL-28. Synergy scores: CSS=7.03, Synergy_ZIP=3.21, Synergy_Bliss=5.27, Synergy_Loewe=0.504, Synergy_HSA=0.878.